The task is: Regression. Given a peptide amino acid sequence and an MHC pseudo amino acid sequence, predict their binding affinity value. This is MHC class I binding data.. This data is from Peptide-MHC class I binding affinity with 185,985 pairs from IEDB/IMGT. (1) The peptide sequence is PLNDNIATLL. The MHC is HLA-A02:01 with pseudo-sequence HLA-A02:01. The binding affinity (normalized) is 0.106. (2) The peptide sequence is SSARYDVAL. The MHC is HLA-B58:01 with pseudo-sequence HLA-B58:01. The binding affinity (normalized) is 0.0847.